This data is from Full USPTO retrosynthesis dataset with 1.9M reactions from patents (1976-2016). The task is: Predict the reactants needed to synthesize the given product. Given the product [CH2:27]([N:12]1[C:11]2[N:10]=[CH:9][NH:8][C:16]=2[C:15](=[O:17])[N:14]([CH2:18][CH2:19][CH2:20][CH2:21][C:22]([OH:25])([CH3:23])[CH3:24])[C:13]1=[O:26])[CH3:28], predict the reactants needed to synthesize it. The reactants are: C([N:8]1[C:16]2[C:15](=[O:17])[N:14]([CH2:18][CH2:19][CH2:20][CH2:21][C:22]([OH:25])([CH3:24])[CH3:23])[C:13](=[O:26])[N:12]([CH2:27][CH3:28])[C:11]=2[N:10]=[CH:9]1)C1C=CC=CC=1.C(N1C2C(=O)NC(=O)N(CC)C=2N=C1)C1C=CC=CC=1.ClCCCCC(O)(C)C.C([O-])=O.[NH4+].[H][H].